This data is from Catalyst prediction with 721,799 reactions and 888 catalyst types from USPTO. The task is: Predict which catalyst facilitates the given reaction. (1) Reactant: [CH3:1][O:2][CH2:3][CH2:4][CH2:5][O:6][C:7]1[CH:33]=[CH:32][CH:31]=[CH:30][C:8]=1[C:9]([NH:11][CH2:12][C@H:13]([CH:27]([CH3:29])[CH3:28])[CH2:14][C@H:15]([NH:19][C:20](=[O:26])[O:21][C:22]([CH3:25])([CH3:24])[CH3:23])[C@@H:16]1[CH2:18][O:17]1)=[O:10].[NH:34]1[CH2:39][CH2:38][CH2:37][CH2:36][CH2:35]1. Product: [OH:17][C@H:16]([C@@H:15]([NH:19][C:20](=[O:26])[O:21][C:22]([CH3:25])([CH3:24])[CH3:23])[CH2:14][C@H:13]([CH2:12][NH:11][C:9](=[O:10])[C:8]1[CH:30]=[CH:31][CH:32]=[CH:33][C:7]=1[O:6][CH2:5][CH2:4][CH2:3][O:2][CH3:1])[CH:27]([CH3:29])[CH3:28])[CH2:18][N:34]1[CH2:39][CH2:38][CH2:37][CH2:36][CH2:35]1. The catalyst class is: 32. (2) Reactant: [CH3:1][C:2]([C:6]1[CH:11]=[CH:10][C:9]([N+:12]([O-:14])=[O:13])=[CH:8][CH:7]=1)([CH3:5])[CH2:3][OH:4].[H-].[Na+].[CH3:17]I.O. Product: [CH3:17][O:4][CH2:3][C:2]([C:6]1[CH:11]=[CH:10][C:9]([N+:12]([O-:14])=[O:13])=[CH:8][CH:7]=1)([CH3:1])[CH3:5]. The catalyst class is: 1. (3) Reactant: [CH:1]([C:4]1[CH:9]=[CH:8][CH:7]=[C:6]([CH:10]([CH3:12])[CH3:11])[C:5]=1[NH:13][C:14]([N:16]1[CH:25]([C:26]([OH:28])=O)[CH2:24][C:23]2[C:18](=[CH:19][CH:20]=[CH:21][CH:22]=2)[CH2:17]1)=[O:15])([CH3:3])[CH3:2].Cl.C(N=C=NCCCN(C)C)C.[NH:41]1[CH2:46][CH2:45][CH2:44][CH2:43][CH2:42]1. Product: [CH:10]([C:6]1[CH:7]=[CH:8][CH:9]=[C:4]([CH:1]([CH3:2])[CH3:3])[C:5]=1[NH:13][C:14]([N:16]1[CH:25]([C:26]([N:41]2[CH2:46][CH2:45][CH2:44][CH2:43][CH2:42]2)=[O:28])[CH2:24][C:23]2[C:18](=[CH:19][CH:20]=[CH:21][CH:22]=2)[CH2:17]1)=[O:15])([CH3:11])[CH3:12]. The catalyst class is: 2. (4) Reactant: [Cl:1][C:2]1[CH:7]=[CH:6][C:5]([O:8][C:9]2[CH:14]=[CH:13][C:12]([CH2:15][N:16]([CH3:20])[C:17]([NH2:19])=[NH:18])=[CH:11][CH:10]=2)=[CH:4][C:3]=1[C:21]([F:24])([F:23])[F:22].[OH:25]/[CH:26]=[C:27](/[CH2:32][C:33]1[CH:34]=[N:35][C:36]([O:39][CH3:40])=[N:37][CH:38]=1)\[C:28](OC)=O.C([O-])([O-])=O.[K+].[K+]. Product: [Cl:1][C:2]1[CH:7]=[CH:6][C:5]([O:8][C:9]2[CH:14]=[CH:13][C:12]([CH2:15][N:16]([CH3:20])[C:17]3[NH:19][CH:28]=[C:27]([CH2:32][C:33]4[CH:34]=[N:35][C:36]([O:39][CH3:40])=[N:37][CH:38]=4)[C:26](=[O:25])[N:18]=3)=[CH:11][CH:10]=2)=[CH:4][C:3]=1[C:21]([F:22])([F:23])[F:24]. The catalyst class is: 37.